From a dataset of Reaction yield outcomes from USPTO patents with 853,638 reactions. Predict the reaction yield, written as a fraction of the theoretical maximum amount of product (1.0 means a 100% yield; for example, 0.34 means a 34% yield). (1) The reactants are [CH2:1]([N:8]1[CH2:13][CH:12]2[CH:10]([CH:11]2[C:14]2[CH:19]=[CH:18][C:17]([F:20])=[CH:16][CH:15]=2)[C:9]1=O)[C:2]1[CH:7]=[CH:6][CH:5]=[CH:4][CH:3]=1.[H-].[Al+3].[Li+].[H-].[H-].[H-].[OH-].[Na+]. The catalyst is O1CCCC1. The product is [CH2:1]([N:8]1[CH2:9][CH:10]2[CH:12]([CH:11]2[C:14]2[CH:15]=[CH:16][C:17]([F:20])=[CH:18][CH:19]=2)[CH2:13]1)[C:2]1[CH:3]=[CH:4][CH:5]=[CH:6][CH:7]=1. The yield is 0.660. (2) The reactants are [NH2:1][CH2:2][C:3]1[C:4]([CH2:21][CH:22]([CH3:24])[CH3:23])=[N:5][C:6]2[C:11]([C:12]=1[C:13]1[CH:18]=[CH:17][CH:16]=[CH:15][CH:14]=1)=[CH:10][C:9]([C:19]#[N:20])=[CH:8][CH:7]=2.[OH-:25].[Na+]. The catalyst is CS(C)=O. The product is [NH2:1][CH2:2][C:3]1[C:4]([CH2:21][CH:22]([CH3:24])[CH3:23])=[N:5][C:6]2[C:11]([C:12]=1[C:13]1[CH:18]=[CH:17][CH:16]=[CH:15][CH:14]=1)=[CH:10][C:9]([C:19]([NH2:20])=[O:25])=[CH:8][CH:7]=2. The yield is 0.370. (3) The reactants are [O:1]=[C:2]1[O:7][CH2:6][C@H:5]2[C@:3]1([NH:14][S:15]([C:18]1[S:19][C:20]([C:23]3[CH:27]=[C:26]([C:28]([F:31])([F:30])[F:29])[O:25][N:24]=3)=[CH:21][CH:22]=1)(=[O:17])=[O:16])[C@H:4]2[C:8]1[CH:13]=[CH:12][CH:11]=[CH:10][CH:9]=1.O[Li].O.C1C[O:38]CC1. The catalyst is O. The product is [OH:7][CH2:6][C@@H:5]1[C@H:4]([C:8]2[CH:13]=[CH:12][CH:11]=[CH:10][CH:9]=2)[C@:3]1([NH:14][S:15]([C:18]1[S:19][C:20]([C:23]2[CH:27]=[C:26]([C:28]([F:29])([F:31])[F:30])[O:25][N:24]=2)=[CH:21][CH:22]=1)(=[O:16])=[O:17])[C:2]([OH:38])=[O:1]. The yield is 0.860. (4) The reactants are [NH2:1][CH2:2][CH2:3][C:4]([C:7]1[CH:12]=[CH:11][C:10]([NH:13][C:14](=[O:25])[C:15]2[CH:20]=[CH:19][C:18]([O:21][CH3:22])=[C:17]([O:23][CH3:24])[CH:16]=2)=[CH:9][CH:8]=1)([CH3:6])[CH3:5].[N:26]1[CH:27]=[C:28]([C:35](O)=[O:36])[N:29]2[CH:34]=[CH:33][CH:32]=[CH:31][C:30]=12.C1C=CC2N(O)N=NC=2C=1.C(Cl)CCl. The catalyst is C(Cl)Cl. The product is [CH3:24][O:23][C:17]1[CH:16]=[C:15]([CH:20]=[CH:19][C:18]=1[O:21][CH3:22])[C:14]([NH:13][C:10]1[CH:9]=[CH:8][C:7]([C:4]([CH3:5])([CH3:6])[CH2:3][CH2:2][NH:1][C:35]([C:28]2[N:29]3[CH:34]=[CH:33][CH:32]=[CH:31][C:30]3=[N:26][CH:27]=2)=[O:36])=[CH:12][CH:11]=1)=[O:25]. The yield is 0.810. (5) The reactants are Cl[C:2]1([CH2:7][C:8]([Cl:11])([Cl:10])Cl)[O:5][C:4](=[O:6])[CH2:3]1.[NH:12]1[CH2:17][CH2:16][O:15][CH2:14][CH2:13]1.C([O-])(O)=O.[Na+]. The catalyst is ClCCl.COC(C)(C)C. The product is [Cl:11][C:8]([Cl:10])=[CH:7][C:2](=[O:5])[CH2:3][C:4]([N:12]1[CH2:17][CH2:16][O:15][CH2:14][CH2:13]1)=[O:6]. The yield is 0.720. (6) The reactants are Cl.[CH2:2]([O:4][C:5](=[O:8])[CH2:6][NH2:7])[CH3:3].C(=O)(O)[O-].[Na+].[C:14]([C@H:17]1[CH2:22][CH2:21][C@H:20]([CH2:23][N:24]2[CH2:32][C:31]3[C:26](=[C:27]([F:34])[C:28]([OH:33])=[CH:29][CH:30]=3)[C:25]2=[O:35])[CH2:19][CH2:18]1)(=O)[CH3:15].C(O)(=O)C.C(O[BH-](OC(=O)C)OC(=O)C)(=O)C.[Na+]. The catalyst is C1COCC1.ClCCCl.C(Cl)Cl. The product is [F:34][C:27]1[C:28]([OH:33])=[CH:29][CH:30]=[C:31]2[C:26]=1[C:25](=[O:35])[N:24]([CH2:23][C@H:20]1[CH2:21][CH2:22][C@H:17]([CH:14]([NH:7][CH2:6][C:5]([O:4][CH2:2][CH3:3])=[O:8])[CH3:15])[CH2:18][CH2:19]1)[CH2:32]2. The yield is 0.280. (7) The product is [CH2:13]1[C:14]2[C:19](=[CH:18][CH:17]=[CH:16][CH:15]=2)[CH2:20][CH2:21][N:12]1[CH2:11][CH:10]([OH:22])[CH2:9][NH:8][C:4]1[CH:5]=[CH:6][CH:7]=[C:2]([C:31]2[CH:32]=[CH:33][C:28]3[N:27]=[CH:26][N:25]([CH3:24])[C:29]=3[CH:30]=2)[CH:3]=1. The reactants are Br[C:2]1[CH:3]=[C:4]([NH:8][CH2:9][CH:10]([OH:22])[CH2:11][N:12]2[CH2:21][CH2:20][C:19]3[C:14](=[CH:15][CH:16]=[CH:17][CH:18]=3)[CH2:13]2)[CH:5]=[CH:6][CH:7]=1.O.[CH3:24][N:25]1[C:29]2[CH:30]=[C:31](B3OC(C)(C)C(C)(C)O3)[CH:32]=[CH:33][C:28]=2[N:27]=[CH:26]1.C([O-])([O-])=O.[Cs+].[Cs+]. The catalyst is O1CCOCC1.C1C=CC(P(C2C=CC=CC=2)[C-]2C=CC=C2)=CC=1.C1C=CC(P(C2C=CC=CC=2)[C-]2C=CC=C2)=CC=1.Cl[Pd]Cl.[Fe+2]. The yield is 0.340. (8) The reactants are Br[C:2]1[C:3]([NH:9][CH2:10][C:11]([O:13][CH2:14][CH3:15])=[O:12])=[N:4][CH:5]=[C:6]([Br:8])[N:7]=1.[O:16]1[CH2:21][CH2:20][CH:19]([CH2:22][CH2:23][NH2:24])[CH2:18][CH2:17]1. The catalyst is CS(C)=O. The product is [Br:8][C:6]1[N:7]=[C:2]([NH:24][CH2:23][CH2:22][CH:19]2[CH2:20][CH2:21][O:16][CH2:17][CH2:18]2)[C:3]([NH:9][CH2:10][C:11]([O:13][CH2:14][CH3:15])=[O:12])=[N:4][CH:5]=1. The yield is 0.440.